From a dataset of Forward reaction prediction with 1.9M reactions from USPTO patents (1976-2016). Predict the product of the given reaction. (1) Given the reactants [Mg].C(Br)(C)C.Br[C:7]1[CH:12]=[CH:11][C:10]([S:13][CH3:14])=[C:9]([Cl:15])[C:8]=1[CH3:16].[C:17](=[O:19])=[O:18].Cl, predict the reaction product. The product is: [Cl:15][C:9]1[C:8]([CH3:16])=[C:7]([CH:12]=[CH:11][C:10]=1[S:13][CH3:14])[C:17]([OH:19])=[O:18]. (2) Given the reactants [CH:1]([Si:4]([CH:9]([CH3:11])[CH3:10])([CH:6]([CH3:8])[CH3:7])Cl)([CH3:3])[CH3:2].C(N(CC)CC)C.[C:19]([O:23][C:24](=[O:33])[NH:25][C:26]1[CH:31]=[CH:30][C:29]([OH:32])=[CH:28][CH:27]=1)([CH3:22])([CH3:21])[CH3:20], predict the reaction product. The product is: [CH:1]([Si:4]([CH:9]([CH3:11])[CH3:10])([CH:6]([CH3:8])[CH3:7])[O:32][C:29]1[CH:28]=[CH:27][C:26]([NH:25][C:24](=[O:33])[O:23][C:19]([CH3:21])([CH3:20])[CH3:22])=[CH:31][CH:30]=1)([CH3:3])[CH3:2]. (3) Given the reactants [C:1]([O:5][C:6](=[O:11])[NH:7][CH2:8][CH2:9]Br)([CH3:4])([CH3:3])[CH3:2].[CH2:12]([O:14][C:15](=[O:29])[CH2:16][CH:17]1[CH2:23][CH2:22][CH2:21][C:20]2[CH:24]=[CH:25][C:26]([OH:28])=[CH:27][C:19]=2[CH2:18]1)[CH3:13], predict the reaction product. The product is: [CH2:12]([O:14][C:15](=[O:29])[CH2:16][CH:17]1[CH2:23][CH2:22][CH2:21][C:20]2[CH:24]=[CH:25][C:26]([O:28][CH2:9][CH2:8][NH:7][C:6]([O:5][C:1]([CH3:4])([CH3:3])[CH3:2])=[O:11])=[CH:27][C:19]=2[CH2:18]1)[CH3:13]. (4) Given the reactants FC1C=CC(C2C=C(CO)C=NC=2OC)=CC=1.Br[C:19]1[CH:20]=[C:21]([CH2:28][C:29]2[CH:30]=[N:31][C:32]([NH2:35])=[N:33][CH:34]=2)[CH:22]=[N:23][C:24]=1[O:25][CH2:26][CH3:27].[Cl:36][C:37]1[CH:38]=[C:39](B(O)O)[CH:40]=[CH:41][C:42]=1[F:43].C([O-])(O)=O.[Na+].C([O-])([O-])=O.[Na+].[Na+], predict the reaction product. The product is: [Cl:36][C:37]1[CH:38]=[C:39]([C:19]2[CH:20]=[C:21]([CH2:28][C:29]3[CH:30]=[N:31][C:32]([NH2:35])=[N:33][CH:34]=3)[CH:22]=[N:23][C:24]=2[O:25][CH2:26][CH3:27])[CH:40]=[CH:41][C:42]=1[F:43]. (5) Given the reactants [C:1]([O:9][C@@H:10]1[C@@H:33]([O:34][C:35](=[O:42])[C:36]2[CH:41]=[CH:40][CH:39]=[CH:38][CH:37]=2)[CH2:32][C@@H:31]([CH2:43][O:44][C:45](=[O:52])[C:46]2[CH:51]=[CH:50][CH:49]=[CH:48][CH:47]=2)[O:30][C@H:11]1[O:12][C:13]1[CH:18]=[C:17]([CH2:19][OH:20])[CH:16]=[CH:15][C:14]=1[CH2:21][C:22]1[CH:27]=[CH:26][C:25]([CH2:28][CH3:29])=[CH:24][CH:23]=1)(=[O:8])[C:2]1[CH:7]=[CH:6][CH:5]=[CH:4][CH:3]=1.[O:53]1[CH:58]=[CH:57][CH2:56][CH2:55]C1.C(N(CC)CC)C, predict the reaction product. The product is: [C:1]([O:9][C@@H:10]1[C@@H:33]([O:34][C:35](=[O:42])[C:36]2[CH:37]=[CH:38][CH:39]=[CH:40][CH:41]=2)[CH2:32][C@@H:31]([CH2:43][O:44][C:45](=[O:52])[C:46]2[CH:47]=[CH:48][CH:49]=[CH:50][CH:51]=2)[O:30][C@H:11]1[O:12][C:13]1[CH:18]=[C:17]([CH2:19][O:20][CH:58]2[CH2:57][CH2:56][CH2:55][O:53]2)[CH:16]=[CH:15][C:14]=1[CH2:21][C:22]1[CH:27]=[CH:26][C:25]([CH2:28][CH3:29])=[CH:24][CH:23]=1)(=[O:8])[C:2]1[CH:7]=[CH:6][CH:5]=[CH:4][CH:3]=1. (6) The product is: [CH2:11]([N:18]1[CH2:22][CH2:21][C:20]([C:2]2[CH:7]=[C:6]([F:8])[CH:5]=[C:4]([F:9])[CH:3]=2)([OH:23])[CH2:19]1)[C:12]1[CH:13]=[CH:14][CH:15]=[CH:16][CH:17]=1. Given the reactants Br[C:2]1[CH:7]=[C:6]([F:8])[CH:5]=[C:4]([F:9])[CH:3]=1.[Mg].[CH2:11]([N:18]1[CH2:22][CH2:21][C:20](=[O:23])[CH2:19]1)[C:12]1[CH:17]=[CH:16][CH:15]=[CH:14][CH:13]=1, predict the reaction product.